This data is from Forward reaction prediction with 1.9M reactions from USPTO patents (1976-2016). The task is: Predict the product of the given reaction. (1) Given the reactants Cl[Si:2]([C:15]([CH3:18])([CH3:17])[CH3:16])([C:9]1[CH:14]=[CH:13][CH:12]=[CH:11][CH:10]=1)[C:3]1[CH:8]=[CH:7][CH:6]=[CH:5][CH:4]=1.[CH2:19]([OH:22])[CH2:20][OH:21].N1C=CN=C1, predict the reaction product. The product is: [Si:2]([O:21][CH2:20][CH2:19][OH:22])([C:15]([CH3:18])([CH3:17])[CH3:16])([C:9]1[CH:14]=[CH:13][CH:12]=[CH:11][CH:10]=1)[C:3]1[CH:8]=[CH:7][CH:6]=[CH:5][CH:4]=1. (2) Given the reactants Cl[C:2]1[CH:7]=[CH:6][NH:5][C:4](=[O:8])[C:3]=1[C:9]1[NH:29][C:12]2=[CH:13][C:14]3[C:15](=[O:28])[N:16]([CH:21]4[CH2:26][CH2:25][N:24]([CH3:27])[CH2:23][CH2:22]4)[C:17](=[O:20])[C:18]=3[CH:19]=[C:11]2[N:10]=1.[F:30][C:31]1[CH:36]=[CH:35][C:34]([F:37])=[CH:33][C:32]=1[CH2:38][CH:39]([NH2:41])[CH3:40].C(N(CC)C(C)C)(C)C, predict the reaction product. The product is: [F:30][C:31]1[CH:36]=[CH:35][C:34]([F:37])=[CH:33][C:32]=1[CH2:38][CH:39]([NH:41][C:2]1[CH:7]=[CH:6][NH:5][C:4](=[O:8])[C:3]=1[C:9]1[NH:29][C:12]2=[CH:13][C:14]3[C:15](=[O:28])[N:16]([CH:21]4[CH2:26][CH2:25][N:24]([CH3:27])[CH2:23][CH2:22]4)[C:17](=[O:20])[C:18]=3[CH:19]=[C:11]2[N:10]=1)[CH3:40]. (3) Given the reactants Cl[C:2]1[CH:7]=[CH:6][CH:5]=[CH:4][C:3]=1[N+:8]([O-:10])=[O:9].[C:11]1(B(O)O)[CH:16]=[CH:15][CH:14]=[CH:13][CH:12]=1.[F-].[Cs+], predict the reaction product. The product is: [N+:8]([C:3]1[CH:4]=[CH:5][CH:6]=[CH:7][C:2]=1[C:11]1[CH:16]=[CH:15][CH:14]=[CH:13][CH:12]=1)([O-:10])=[O:9]. (4) Given the reactants Br[CH2:2][CH:3]1[CH2:6][CH2:5][CH2:4]1.CCN(C(C)C)C(C)C.[C:16]([N:23]1[CH2:28][CH2:27][NH:26][CH2:25][CH2:24]1)([O:18][C:19]([CH3:22])([CH3:21])[CH3:20])=[O:17], predict the reaction product. The product is: [CH:3]1([CH2:2][N:26]2[CH2:25][CH2:24][N:23]([C:16]([O:18][C:19]([CH3:22])([CH3:21])[CH3:20])=[O:17])[CH2:28][CH2:27]2)[CH2:6][CH2:5][CH2:4]1. (5) Given the reactants [CH3:1][S:2][C:3]1[N:4]=[N:5][C:6]([CH:9]([NH:11][C:12](=O)[C:13]2[CH:18]=[CH:17][CH:16]=[CH:15][CH:14]=2)[CH3:10])=[CH:7][N:8]=1.P(Cl)(Cl)(Cl)=O, predict the reaction product. The product is: [CH3:10][C:9]1[N:11]=[C:12]([C:13]2[CH:18]=[CH:17][CH:16]=[CH:15][CH:14]=2)[N:5]2[C:6]=1[CH:7]=[N:8][C:3]([S:2][CH3:1])=[N:4]2. (6) The product is: [C:15]([O:14][C:13](=[O:19])[NH:12][CH2:11][C:8]1[N:6]2[N:7]=[C:2]([C:21]#[C:20][Si:22]([CH2:27][CH3:28])([CH2:25][CH3:26])[CH2:23][CH3:24])[CH:3]=[CH:4][C:5]2=[N:10][N:9]=1)([CH3:18])([CH3:17])[CH3:16]. Given the reactants Cl[C:2]1[CH:3]=[CH:4][C:5]2[N:6]([C:8]([CH2:11][NH:12][C:13](=[O:19])[O:14][C:15]([CH3:18])([CH3:17])[CH3:16])=[N:9][N:10]=2)[N:7]=1.[CH2:20]([Si:22]([CH2:27][CH3:28])([CH2:25][CH3:26])[C:23]#[CH:24])[CH3:21].C(N(CC)CC)C, predict the reaction product.